Dataset: NCI-60 drug combinations with 297,098 pairs across 59 cell lines. Task: Regression. Given two drug SMILES strings and cell line genomic features, predict the synergy score measuring deviation from expected non-interaction effect. (1) Drug 1: CC12CCC3C(C1CCC2O)C(CC4=C3C=CC(=C4)O)CCCCCCCCCS(=O)CCCC(C(F)(F)F)(F)F. Drug 2: C(CN)CNCCSP(=O)(O)O. Cell line: NCIH23. Synergy scores: CSS=3.82, Synergy_ZIP=0.795, Synergy_Bliss=2.94, Synergy_Loewe=-17.1, Synergy_HSA=0.0639. (2) Drug 1: C1=CC(=CC=C1C#N)C(C2=CC=C(C=C2)C#N)N3C=NC=N3. Drug 2: C1CN(P(=O)(OC1)NCCCl)CCCl. Cell line: SNB-19. Synergy scores: CSS=-1.49, Synergy_ZIP=2.56, Synergy_Bliss=3.33, Synergy_Loewe=-0.436, Synergy_HSA=-0.312. (3) Drug 1: CC(C1=C(C=CC(=C1Cl)F)Cl)OC2=C(N=CC(=C2)C3=CN(N=C3)C4CCNCC4)N. Drug 2: CCC1=CC2CC(C3=C(CN(C2)C1)C4=CC=CC=C4N3)(C5=C(C=C6C(=C5)C78CCN9C7C(C=CC9)(C(C(C8N6C)(C(=O)OC)O)OC(=O)C)CC)OC)C(=O)OC.C(C(C(=O)O)O)(C(=O)O)O. Cell line: NCI-H226. Synergy scores: CSS=36.9, Synergy_ZIP=-4.20, Synergy_Bliss=0.783, Synergy_Loewe=-11.1, Synergy_HSA=0.607. (4) Drug 1: COC1=CC(=CC(=C1O)OC)C2C3C(COC3=O)C(C4=CC5=C(C=C24)OCO5)OC6C(C(C7C(O6)COC(O7)C8=CC=CS8)O)O. Drug 2: CC1C(C(CC(O1)OC2CC(CC3=C2C(=C4C(=C3O)C(=O)C5=CC=CC=C5C4=O)O)(C(=O)C)O)N)O. Cell line: NCI-H522. Synergy scores: CSS=49.5, Synergy_ZIP=-10.1, Synergy_Bliss=-8.19, Synergy_Loewe=-6.48, Synergy_HSA=-4.90. (5) Drug 1: CC(C)(C#N)C1=CC(=CC(=C1)CN2C=NC=N2)C(C)(C)C#N. Drug 2: C(CC(=O)O)C(=O)CN.Cl. Cell line: MOLT-4. Synergy scores: CSS=8.62, Synergy_ZIP=8.32, Synergy_Bliss=13.4, Synergy_Loewe=6.69, Synergy_HSA=7.23.